From a dataset of Full USPTO retrosynthesis dataset with 1.9M reactions from patents (1976-2016). Predict the reactants needed to synthesize the given product. (1) Given the product [C:1]1([C:7]2[C:12]3[CH2:13][CH:14]([CH2:16][NH2:17])[O:15][C:11]=3[CH:10]=[CH:9][CH:8]=2)[CH:2]=[CH:3][CH:4]=[CH:5][CH:6]=1, predict the reactants needed to synthesize it. The reactants are: [C:1]1([C:7]2[C:12]3[CH2:13][CH:14]([CH2:16][NH:17]C(=O)OCC4C=CC=CC=4)[O:15][C:11]=3[CH:10]=[CH:9][CH:8]=2)[CH:6]=[CH:5][CH:4]=[CH:3][CH:2]=1.Br. (2) Given the product [NH:1]([C:14]([O:16][C:17]([CH3:20])([CH3:19])[CH3:18])=[O:15])[C@H:2]([C:11]([OH:13])=[O:12])[CH2:3][C:4]1[CH:5]=[CH:6][C:7]([OH:10])=[CH:8][CH:9]=1.[CH2:30]1[CH2:31][CH2:32][C:33]([CH2:40][NH2:41])([CH2:36][C:37]([OH:39])=[O:38])[CH2:34][CH2:35]1, predict the reactants needed to synthesize it. The reactants are: [NH:1]([C:14]([O:16][C:17]([CH3:20])([CH3:19])[CH3:18])=[O:15])[C@H:2]([C:11]([OH:13])=[O:12])[CH2:3][C:4]1[CH:9]=[CH:8][C:7]([OH:10])=[CH:6][CH:5]=1.ONC(=O)CCC(N)=O.[CH2:30]1[CH2:35][CH2:34][C:33]([CH2:40][NH2:41])([CH2:36][C:37]([OH:39])=[O:38])[CH2:32][CH2:31]1.[OH-].[Na+].